Dataset: Forward reaction prediction with 1.9M reactions from USPTO patents (1976-2016). Task: Predict the product of the given reaction. (1) Given the reactants [CH3:1][N:2]([C:4]1[C:9]2[CH2:10][C@@H:11]3[C:21]([C:22](=[O:23])[C:8]=2[C:7]([OH:33])=[CH:6][CH:5]=1)=[C:20]([OH:24])[C@@:19]1([OH:25])[C@H:13]([C@H:14]([N:30]([CH3:32])[CH3:31])[C:15]([OH:29])=[C:16]([C:26]([NH2:28])=[O:27])[C:17]1=[O:18])[CH2:12]3)[CH3:3].Cl.[Cl-].[Mg+2:36].[Cl-], predict the reaction product. The product is: [Mg:36].[CH3:3][N:2]([C:4]1[C:9]2[CH2:10][C@@H:11]3[C:21]([C:22](=[O:23])[C:8]=2[C:7]([OH:33])=[CH:6][CH:5]=1)=[C:20]([OH:24])[C@@:19]1([OH:25])[C@H:13]([C@H:14]([N:30]([CH3:32])[CH3:31])[C:15]([OH:29])=[C:16]([C:26]([NH2:28])=[O:27])[C:17]1=[O:18])[CH2:12]3)[CH3:1]. (2) Given the reactants C1(P(C2C=CC=CC=2)C2C=CC=CC=2)C=CC=CC=1.CC(OC(/N=N/C(OC(C)C)=O)=O)C.[CH2:34]([O:41][C:42]1[CH:47]=[CH:46][C:45]([OH:48])=[CH:44][CH:43]=1)[C:35]1[CH:40]=[CH:39][CH:38]=[CH:37][CH:36]=1.O[CH:50]1[CH2:55][CH2:54][CH:53]([C:56]([O:58][CH2:59][CH3:60])=[O:57])[CH2:52][CH2:51]1, predict the reaction product. The product is: [CH2:34]([O:41][C:42]1[CH:43]=[CH:44][C:45]([O:48][CH:50]2[CH2:55][CH2:54][CH:53]([C:56]([O:58][CH2:59][CH3:60])=[O:57])[CH2:52][CH2:51]2)=[CH:46][CH:47]=1)[C:35]1[CH:36]=[CH:37][CH:38]=[CH:39][CH:40]=1. (3) Given the reactants [CH3:1][O:2][C:3]([C:5]1[C:13]2[N:12]=[C:11]([NH2:14])[NH:10][C:9]=2[CH:8]=[CH:7][CH:6]=1)=[O:4].COC(=O)C1C=C([C:24]2[CH:29]=[CH:28][N:27]=[CH:26][CH:25]=2)C=C([N+]([O-])=O)C=1N, predict the reaction product. The product is: [CH3:1][O:2][C:3]([C:5]1[C:13]2[N:12]=[C:11]([NH2:14])[NH:10][C:9]=2[CH:8]=[C:7]([C:24]2[CH:29]=[CH:28][N:27]=[CH:26][CH:25]=2)[CH:6]=1)=[O:4]. (4) Given the reactants C(OC(=O)[NH:7][C@@H:8]([CH2:24][C:25]1[CH:30]=[CH:29][CH:28]=[CH:27][CH:26]=1)[C@H:9]([OH:23])[CH2:10][NH:11][CH2:12][C:13]1[CH:18]=[CH:17][CH:16]=[C:15]([C:19]([F:22])([F:21])[F:20])[CH:14]=1)(C)(C)C.Cl, predict the reaction product. The product is: [NH2:7][C@@H:8]([CH2:24][C:25]1[CH:30]=[CH:29][CH:28]=[CH:27][CH:26]=1)[C@H:9]([OH:23])[CH2:10][NH:11][CH2:12][C:13]1[CH:18]=[CH:17][CH:16]=[C:15]([C:19]([F:20])([F:21])[F:22])[CH:14]=1.